Task: Regression. Given two drug SMILES strings and cell line genomic features, predict the synergy score measuring deviation from expected non-interaction effect.. Dataset: NCI-60 drug combinations with 297,098 pairs across 59 cell lines Drug 1: C1CC(C1)(C(=O)O)C(=O)O.[NH2-].[NH2-].[Pt+2]. Drug 2: CC1CCC2CC(C(=CC=CC=CC(CC(C(=O)C(C(C(=CC(C(=O)CC(OC(=O)C3CCCCN3C(=O)C(=O)C1(O2)O)C(C)CC4CCC(C(C4)OC)OCCO)C)C)O)OC)C)C)C)OC. Cell line: COLO 205. Synergy scores: CSS=4.01, Synergy_ZIP=-1.85, Synergy_Bliss=2.31, Synergy_Loewe=-2.61, Synergy_HSA=0.0756.